This data is from Forward reaction prediction with 1.9M reactions from USPTO patents (1976-2016). The task is: Predict the product of the given reaction. The product is: [CH3:1][O:2][C:3](=[O:10])[C:4]1[CH:9]=[CH:8][C:7]([CH2:25][CH2:23][C:14]2[CH:15]=[CH:16][C:17]3[C:22](=[CH:21][CH:20]=[CH:19][CH:18]=3)[N:13]=2)=[CH:6][CH:5]=1. Given the reactants [CH3:1][O:2][C:3](=[O:10])[C:4]1[CH:9]=[CH:8][CH:7]=[CH:6][CH:5]=1.[H-].[Na+].[N:13]1[C:22]2[C:17](=[CH:18][CH:19]=[CH:20][CH:21]=2)[CH:16]=[CH:15][C:14]=1[CH:23]=O.[CH2:25]1COCC1, predict the reaction product.